The task is: Binary Classification. Given a drug SMILES string, predict its activity (active/inactive) in a high-throughput screening assay against a specified biological target.. This data is from HIV replication inhibition screening data with 41,000+ compounds from the AIDS Antiviral Screen. The result is 0 (inactive). The drug is SCc1ccc(-c2ccc(CS)cc2)cc1.